From a dataset of Full USPTO retrosynthesis dataset with 1.9M reactions from patents (1976-2016). Predict the reactants needed to synthesize the given product. (1) Given the product [OH:10][C:11]1[CH:20]=[CH:19][C:18]2[C:13](=[CH:14][C:15]([O:8][CH3:9])=[CH:16][CH:17]=2)[CH:12]=1, predict the reactants needed to synthesize it. The reactants are: [OH-].[Na+].S([O:8][CH3:9])(OC)(=O)=O.[OH:10][C:11]1[CH:20]=[CH:19][C:18]2[C:13](=[CH:14][C:15](O)=[CH:16][CH:17]=2)[CH:12]=1. (2) Given the product [Cl:36][C:35]([Cl:38])([Cl:37])[CH2:34][O:33][C:31](=[O:32])[NH:1][C:2]1[N:6]([C:7]2[CH:12]=[CH:11][CH:10]=[C:9]([O:13][CH2:14][CH2:15][O:16][CH:17]3[CH2:22][CH2:21][CH2:20][CH2:19][O:18]3)[CH:8]=2)[N:5]=[C:4]([C:23]([C:24]#[N:25])([CH3:27])[CH3:26])[CH:3]=1, predict the reactants needed to synthesize it. The reactants are: [NH2:1][C:2]1[N:6]([C:7]2[CH:12]=[CH:11][CH:10]=[C:9]([O:13][CH2:14][CH2:15][O:16][CH:17]3[CH2:22][CH2:21][CH2:20][CH2:19][O:18]3)[CH:8]=2)[N:5]=[C:4]([C:23]([CH3:27])([CH3:26])[C:24]#[N:25])[CH:3]=1.[OH-].[Na+].Cl[C:31]([O:33][CH2:34][C:35]([Cl:38])([Cl:37])[Cl:36])=[O:32].